Dataset: Reaction yield outcomes from USPTO patents with 853,638 reactions. Task: Predict the reaction yield, written as a fraction of the theoretical maximum amount of product (1.0 means a 100% yield; for example, 0.34 means a 34% yield). (1) The yield is 0.990. The product is [CH3:19][C:18]1[CH:20]=[CH:21][C:15]([S:12]([NH:1][C:2]2[CH:11]=[CH:10][CH:9]=[CH:8][C:3]=2[C:4]([O:6][CH3:7])=[O:5])(=[O:14])=[O:13])=[CH:16][CH:17]=1. The reactants are [NH2:1][C:2]1[CH:11]=[CH:10][CH:9]=[CH:8][C:3]=1[C:4]([O:6][CH3:7])=[O:5].[S:12](Cl)([C:15]1[CH:21]=[CH:20][C:18]([CH3:19])=[CH:17][CH:16]=1)(=[O:14])=[O:13]. The catalyst is N1C=CC=CC=1. (2) The reactants are [OH:1][C:2]1[CH:9]=[CH:8][C:5]([C:6]#[N:7])=[CH:4][C:3]=1[CH2:10][CH2:11][CH3:12].[SH2:13].C(NCC)C. The catalyst is CN(C=O)C. The product is [OH:1][C:2]1[CH:9]=[CH:8][C:5]([C:6](=[S:13])[NH2:7])=[CH:4][C:3]=1[CH2:10][CH2:11][CH3:12]. The yield is 0.930. (3) The reactants are [CH3:1][C:2]1[CH:3]=[C:4]([CH:8]=[CH:9][C:10]=1[C:11]([N:13]1[CH2:17][CH2:16][CH2:15][CH2:14]1)=[O:12])[C:5]([OH:7])=O.CN(C(ON1N=NC2C=CC=CC1=2)=[N+](C)C)C.[B-](F)(F)(F)F.C(N(C(C)C)CC)(C)C.[CH2:49]([O:56][C:57]([NH:59][CH2:60][CH2:61][CH:62]([NH2:73])[C:63]1[NH:67][C:66]2[CH:68]=[CH:69][C:70]([Cl:72])=[CH:71][C:65]=2[N:64]=1)=[O:58])[C:50]1[CH:55]=[CH:54][CH:53]=[CH:52][CH:51]=1.ClCl. The catalyst is O1CCCC1.ClCCl.CO. The product is [CH2:49]([O:56][C:57]([NH:59][CH2:60][CH2:61][C@H:62]([NH:73][C:5](=[O:7])[C:4]1[CH:8]=[CH:9][C:10]([C:11]([N:13]2[CH2:17][CH2:16][CH2:15][CH2:14]2)=[O:12])=[C:2]([CH3:1])[CH:3]=1)[C:63]1[NH:67][C:66]2[CH:68]=[CH:69][C:70]([Cl:72])=[CH:71][C:65]=2[N:64]=1)=[O:58])[C:50]1[CH:51]=[CH:52][CH:53]=[CH:54][CH:55]=1. The yield is 0.870. (4) The reactants are [F:1][C:2]1[C:3](=[O:9])[NH:4][C:5](=[O:8])[NH:6][CH:7]=1.N12CCCN=C1CCCCC2.Br[CH2:22][CH:23]([CH3:25])[CH3:24]. The catalyst is CC#N. The product is [F:1][C:2]1[C:3](=[O:9])[NH:4][C:5](=[O:8])[N:6]([CH2:22][CH:23]([CH3:25])[CH3:24])[CH:7]=1. The yield is 0.350. (5) The reactants are S(=O)(=O)(O)O.[NH2:6][C@H:7]([C:15]([OH:17])=[O:16])[CH2:8][C:9]1[CH:14]=[CH:13][CH:12]=[CH:11][CH:10]=1.II.[I:20]([O-])(=O)=O.[Na+].I([O-])(=O)(=O)=O.[Na+]. The catalyst is C(O)(=O)C.O.CCC(C)=O. The product is [I:20][C:12]1[CH:13]=[CH:14][C:9]([CH2:8][C@@H:7]([C:15]([OH:17])=[O:16])[NH2:6])=[CH:10][CH:11]=1. The yield is 0.450. (6) The reactants are Cl[C:2]1[CH:7]=[C:6](Cl)[N:5]=[C:4]([S:9][CH3:10])[N:3]=1.[CH2:11]([NH:13][C:14]1[CH:15]=[C:16]([OH:20])[CH:17]=[CH:18][CH:19]=1)[CH3:12]. No catalyst specified. The product is [CH3:10][S:9][C:4]1[N:5]=[C:6]([N:13]([CH2:11][CH3:12])[C:14]2[CH:19]=[CH:18][CH:17]=[C:16]([OH:20])[CH:15]=2)[CH:7]=[C:2]([N:13]([CH2:11][CH3:12])[C:14]2[CH:19]=[CH:18][CH:17]=[C:16]([OH:20])[CH:15]=2)[N:3]=1. The yield is 0.430.